Dataset: Catalyst prediction with 721,799 reactions and 888 catalyst types from USPTO. Task: Predict which catalyst facilitates the given reaction. (1) Reactant: [NH2:1][C:2]1[CH:3]=[C:4]([C:10]2[C:11]([CH3:28])=[C:12]([NH:16][C:17]([C:19]3[S:23][C:22]4[CH2:24][CH2:25][CH2:26][CH2:27][C:21]=4[CH:20]=3)=[O:18])[CH:13]=[CH:14][CH:15]=2)[CH:5]=[N:6][C:7]=1[O:8][CH3:9].Cl[C:30]1[N:35]=[CH:34][C:33]([N:36]2[CH2:41][CH2:40][N:39]([CH3:42])[CH2:38][CH2:37]2)=[CH:32][CH:31]=1.CC1(C)C2C=CC=C(P(C3C=CC=CC=3)C3C=CC=CC=3)C=2OC2C1=CC=CC=2P(C1C=CC=CC=1)C1C=CC=CC=1.C([O-])([O-])=O.[Cs+].[Cs+]. Product: [CH3:9][O:8][C:7]1[N:6]=[CH:5][C:4]([C:10]2[C:11]([CH3:28])=[C:12]([NH:16][C:17]([C:19]3[S:23][C:22]4[CH2:24][CH2:25][CH2:26][CH2:27][C:21]=4[CH:20]=3)=[O:18])[CH:13]=[CH:14][CH:15]=2)=[CH:3][C:2]=1[NH:1][C:30]1[CH:31]=[CH:32][C:33]([N:36]2[CH2:41][CH2:40][N:39]([CH3:42])[CH2:38][CH2:37]2)=[CH:34][N:35]=1. The catalyst class is: 62. (2) Product: [Cl:1][C:2]1[CH:8]=[CH:7][C:5]([NH:6][C:18](=[O:19])[C:17]([CH3:22])([CH3:21])[CH3:16])=[CH:4][CH:3]=1. The catalyst class is: 22. Reactant: [Cl:1][C:2]1[CH:8]=[CH:7][C:5]([NH2:6])=[CH:4][CH:3]=1.C(N(CC)CC)C.[CH3:16][C:17]([CH3:22])([CH3:21])[C:18](Cl)=[O:19].O. (3) Reactant: [OH:1][C:2]1([C:22]2[CH:27]=[CH:26][CH:25]=[C:24]([C:28]([F:31])([F:30])[F:29])[CH:23]=2)[CH2:5][N:4]([C:6]([C:8]2[CH:13]=[CH:12][C:11]([NH:14]C(=O)OC(C)(C)C)=[CH:10][CH:9]=2)=[O:7])[CH2:3]1.Cl. Product: [NH2:14][C:11]1[CH:12]=[CH:13][C:8]([C:6]([N:4]2[CH2:3][C:2]([OH:1])([C:22]3[CH:27]=[CH:26][CH:25]=[C:24]([C:28]([F:31])([F:29])[F:30])[CH:23]=3)[CH2:5]2)=[O:7])=[CH:9][CH:10]=1. The catalyst class is: 12. (4) Reactant: [CH2:1]([O:4][CH2:5][C:6]([CH3:9])([OH:8])[CH3:7])[CH:2]=[CH2:3].C1C=C(Cl)C=C(C(OO)=[O:18])C=1.C([O-])(O)=O.[Na+].[O-]S([O-])(=S)=O.[Na+].[Na+]. Product: [CH3:7][C:6]([OH:8])([CH3:9])[CH2:5][O:4][CH2:1][CH:2]1[CH2:3][O:18]1. The catalyst class is: 2. (5) Reactant: [O:1]=[C:2]1[C:10]2[C:5](=[CH:6][CH:7]=[CH:8][CH:9]=2)[C:4](=[O:11])[N:3]1[C:12]1[CH:19]=[CH:18][C:15]([C:16]#[N:17])=[C:14]([S:20]([F:25])([F:24])([F:23])([F:22])[F:21])[CH:13]=1.[OH2:26].NN. Product: [NH2:3][C:12]1[CH:19]=[CH:18][C:15]([C:16]#[N:17])=[C:14]([S:20]([F:25])([F:21])([F:22])([F:23])[F:24])[CH:13]=1.[C:16]([C:15]1[CH:18]=[CH:19][C:12]([NH:3][C:2](=[O:1])[C:10]2[C:5](=[CH:6][CH:7]=[CH:8][CH:9]=2)[C:4]([O-:26])=[O:11])=[CH:13][C:14]=1[S:20]([F:21])([F:22])([F:25])([F:23])[F:24])#[N:17]. The catalyst class is: 8. (6) Reactant: [CH2:1]([NH:8][CH2:9][C:10]1[CH:15]=[CH:14][CH:13]=[CH:12][CH:11]=1)[C:2]1[CH:7]=[CH:6][CH:5]=[CH:4][CH:3]=1.Br[CH2:17][CH2:18][CH2:19][C:20]([O:22][CH2:23][CH3:24])=[O:21].C(=O)([O-])[O-].[K+].[K+].[I-].[K+]. Product: [CH2:23]([O:22][C:20](=[O:21])[CH2:19][CH2:18][CH2:17][N:8]([CH2:1][C:2]1[CH:7]=[CH:6][CH:5]=[CH:4][CH:3]=1)[CH2:9][C:10]1[CH:15]=[CH:14][CH:13]=[CH:12][CH:11]=1)[CH3:24]. The catalyst class is: 3.